Dataset: Forward reaction prediction with 1.9M reactions from USPTO patents (1976-2016). Task: Predict the product of the given reaction. (1) Given the reactants NC1C=CC(C)=C(C(C2C=CC(NC3C=CC(C(F)(F)F)=CC=3)=CC=2Cl)=O)C=1.[Cl:29][C:30]1[CH:35]=[C:34]([NH:36][C:37]2[CH:42]=[CH:41][CH:40]=[C:39]([Cl:43])[CH:38]=2)[CH:33]=[CH:32][C:31]=1[C:44]([C:46]1[CH:51]=[C:50]([N+:52]([O-])=O)[CH:49]=[CH:48][C:47]=1[CH3:55])=[O:45], predict the reaction product. The product is: [NH2:52][C:50]1[CH:49]=[CH:48][C:47]([CH3:55])=[C:46]([C:44]([C:31]2[CH:32]=[CH:33][C:34]([NH:36][C:37]3[CH:42]=[CH:41][CH:40]=[C:39]([Cl:43])[CH:38]=3)=[CH:35][C:30]=2[Cl:29])=[O:45])[CH:51]=1. (2) Given the reactants [F:1][C:2]1[C:10]([F:11])=[C:9]([O:12][Si:13]([CH:20]([CH3:22])[CH3:21])([CH:17]([CH3:19])[CH3:18])[CH:14]([CH3:16])[CH3:15])[CH:8]=[CH:7][C:3]=1[C:4](O)=[O:5].B.O1CCCC1, predict the reaction product. The product is: [F:1][C:2]1[C:10]([F:11])=[C:9]([O:12][Si:13]([CH:17]([CH3:19])[CH3:18])([CH:20]([CH3:22])[CH3:21])[CH:14]([CH3:15])[CH3:16])[CH:8]=[CH:7][C:3]=1[CH:4]=[O:5].